Dataset: Peptide-MHC class II binding affinity with 134,281 pairs from IEDB. Task: Regression. Given a peptide amino acid sequence and an MHC pseudo amino acid sequence, predict their binding affinity value. This is MHC class II binding data. (1) The peptide sequence is FLHSEEGSRAYRNAL. The MHC is DRB1_0701 with pseudo-sequence DRB1_0701. The binding affinity (normalized) is 0.441. (2) The peptide sequence is FLLYVVVVDLPTHIA. The MHC is HLA-DQA10301-DQB10302 with pseudo-sequence HLA-DQA10301-DQB10302. The binding affinity (normalized) is 0.0776.